Dataset: Forward reaction prediction with 1.9M reactions from USPTO patents (1976-2016). Task: Predict the product of the given reaction. (1) Given the reactants [N+:1]([C:4]1[C:12]2[S:11][N:10]=[CH:9][C:8]=2[CH:7]=[CH:6][CH:5]=1)([O-])=O.O.O.O.O.O.O.O.O.O.[S-2].[Na+].[Na+].C(O)C.O, predict the reaction product. The product is: [S:11]1[C:12]2[C:4]([NH2:1])=[CH:5][CH:6]=[CH:7][C:8]=2[CH:9]=[N:10]1. (2) Given the reactants C([CH:5]([O:10][C:11](=[O:27])[C@H:12]([CH:24]([CH3:26])[CH3:25])[NH:13][C:14]([O:16][CH2:17][C:18]1[CH:23]=[CH:22][CH:21]=[CH:20][CH:19]=1)=[O:15])[CH2:6][C:7]([O-:9])=[O:8])=CCC.[Mn]([O-])(=O)(=O)=O.[K+].S(=O)(O)[O-].[Na+].Cl, predict the reaction product. The product is: [CH2:17]([O:16][C:14]([NH:13][C@H:12]([C:11]([O:10][CH2:5][CH2:6][C:7]([OH:9])=[O:8])=[O:27])[CH:24]([CH3:26])[CH3:25])=[O:15])[C:18]1[CH:19]=[CH:20][CH:21]=[CH:22][CH:23]=1. (3) Given the reactants I[CH2:2][C:3]([O:5][CH2:6][CH3:7])=[O:4].[CH2:8]([N:11]([S:34]([CH2:37][C:38]1[CH:43]=[CH:42][CH:41]=[CH:40][CH:39]=1)(=[O:36])=[O:35])[C:12]([CH:14]1[CH2:19][CH2:18][N:17]([C:20]2[NH:25][C:24](=[O:26])[C:23]([C:27]([O:29][CH2:30][CH3:31])=[O:28])=[CH:22][C:21]=2[C:32]#[N:33])[CH2:16][CH2:15]1)=[O:13])[CH:9]=[CH2:10], predict the reaction product. The product is: [CH2:8]([N:11]([S:34]([CH2:37][C:38]1[CH:39]=[CH:40][CH:41]=[CH:42][CH:43]=1)(=[O:36])=[O:35])[C:12]([CH:14]1[CH2:19][CH2:18][N:17]([C:20]2[C:21]([C:32]#[N:33])=[CH:22][C:23]([C:27]([O:29][CH2:30][CH3:31])=[O:28])=[C:24]([O:26][CH2:2][C:3]([O:5][CH2:6][CH3:7])=[O:4])[N:25]=2)[CH2:16][CH2:15]1)=[O:13])[CH:9]=[CH2:10]. (4) Given the reactants Cl.[NH2:2][CH:3]([C:9](=[O:15])[C:10]1[CH:14]=[CH:13][S:12][CH:11]=1)[C:4]([O:6][CH2:7][CH3:8])=[O:5].C(N(CC)CC)C.[F:23][C:24]1[CH:32]=[CH:31][C:27]([C:28](Cl)=[O:29])=[C:26]([C:33]([F:36])([F:35])[F:34])[CH:25]=1.Cl, predict the reaction product. The product is: [F:23][C:24]1[CH:32]=[CH:31][C:27]([C:28]([NH:2][CH:3]([C:9](=[O:15])[C:10]2[CH:14]=[CH:13][S:12][CH:11]=2)[C:4]([O:6][CH2:7][CH3:8])=[O:5])=[O:29])=[C:26]([C:33]([F:34])([F:35])[F:36])[CH:25]=1. (5) The product is: [C:14]([O:17][C:18]([N:1]1[C:9]2[C:4](=[CH:5][CH:6]=[CH:7][CH:8]=2)[CH2:3][CH:2]1[C:10]([OH:12])=[O:11])=[O:19])([CH3:16])([CH3:15])[CH3:13]. Given the reactants [NH:1]1[C:9]2[C:4](=[CH:5][CH:6]=[CH:7][CH:8]=2)[CH2:3][CH:2]1[C:10]([OH:12])=[O:11].[CH3:13][C:14]([O:17][C:18](O[C:18]([O:17][C:14]([CH3:16])([CH3:15])[CH3:13])=[O:19])=[O:19])([CH3:16])[CH3:15], predict the reaction product.